The task is: Predict which catalyst facilitates the given reaction.. This data is from Catalyst prediction with 721,799 reactions and 888 catalyst types from USPTO. (1) Reactant: C([O:4][C:5]1[CH:10]=[CH:9][CH:8]=[CH:7][C:6]=1[C:11](=[O:31])[NH:12][C:13]1[CH:14]=[C:15]2[C:19](=[CH:20][CH:21]=1)[N:18](C(=O)C)[N:17]=[C:16]2[C:25]1[CH:30]=[CH:29][CH:28]=[CH:27][CH:26]=1)(=O)C.N.Cl. Product: [OH:4][C:5]1[CH:10]=[CH:9][CH:8]=[CH:7][C:6]=1[C:11]([NH:12][C:13]1[CH:14]=[C:15]2[C:19](=[CH:20][CH:21]=1)[NH:18][N:17]=[C:16]2[C:25]1[CH:26]=[CH:27][CH:28]=[CH:29][CH:30]=1)=[O:31]. The catalyst class is: 5. (2) Reactant: [CH3:1][N:2]([CH3:18])[S:3]([C:6]1[CH:7]=[CH:8][C:9]2[N:10]([N:12]=[CH:13][C:14]=2[C:15](O)=[O:16])[CH:11]=1)(=[O:5])=[O:4].C(Cl)(=O)C([Cl:22])=O. Product: [CH3:1][N:2]([CH3:18])[S:3]([C:6]1[CH:7]=[CH:8][C:9]2[N:10]([N:12]=[CH:13][C:14]=2[C:15]([Cl:22])=[O:16])[CH:11]=1)(=[O:5])=[O:4]. The catalyst class is: 22.